This data is from Forward reaction prediction with 1.9M reactions from USPTO patents (1976-2016). The task is: Predict the product of the given reaction. (1) Given the reactants Cl[CH2:2][C:3]1[N:4]=[C:5]([CH:8]=[CH:9][C:10]2[CH:15]=[CH:14][C:13]([S:16]([F:21])([F:20])([F:19])([F:18])[F:17])=[CH:12][CH:11]=2)[O:6][CH:7]=1.[Br:22][C:23]1[CH:28]=[CH:27][C:26]([S:29]([O-:31])=[O:30])=[CH:25][CH:24]=1.[Na+], predict the reaction product. The product is: [Br:22][C:23]1[CH:28]=[CH:27][C:26]([S:29]([CH2:2][C:3]2[N:4]=[C:5]([CH:8]=[CH:9][C:10]3[CH:15]=[CH:14][C:13]([S:16]([F:21])([F:20])([F:19])([F:18])[F:17])=[CH:12][CH:11]=3)[O:6][CH:7]=2)(=[O:31])=[O:30])=[CH:25][CH:24]=1. (2) The product is: [F:1][C:2]1[CH:3]=[C:4]([CH2:8][CH2:9][NH:10][C:11]2[N:16]=[C:15]([C:17]3[CH:22]=[CH:21][CH:20]=[C:19]([CH2:23][N:24]([CH:28]4[CH2:33][CH2:32][NH:31][CH2:30][CH2:29]4)[CH2:25][CH2:26][CH3:27])[CH:18]=3)[CH:14]=[CH:13][N:12]=2)[CH:5]=[CH:6][C:7]=1[OH:38]. Given the reactants [F:1][C:2]1[CH:3]=[C:4]([CH2:8][CH2:9][NH:10][C:11]2[N:16]=[C:15]([C:17]3[CH:22]=[CH:21][CH:20]=[C:19]([CH2:23][N:24]([CH:28]4[CH2:33][CH2:32][NH:31][CH2:30][CH2:29]4)[CH2:25][CH2:26][CH3:27])[CH:18]=3)[CH:14]=[CH:13][N:12]=2)[CH:5]=[CH:6][CH:7]=1.C([O:38]C(N1CCC(N(CC2C=CC=C(C3C=CN=C(Cl)N=3)C=2)CCC)CC1)=O)(C)(C)C.FC1C=C(C=CC=1)CCN, predict the reaction product. (3) Given the reactants C([O:8][C:9]1[C:18]2[C:13](=[CH:14][CH:15]=[C:16]([C:19]3[CH:24]=[CH:23][CH:22]=[C:21]([C:25]4[C:30]([F:31])=[CH:29][CH:28]=[CH:27][C:26]=4[F:32])[N:20]=3)[CH:17]=2)[N:12]=[CH:11][CH:10]=1)C1C=CC=CC=1, predict the reaction product. The product is: [F:31][C:30]1[CH:29]=[CH:28][CH:27]=[C:26]([F:32])[C:25]=1[C:21]1[N:20]=[C:19]([C:16]2[CH:17]=[C:18]3[C:13](=[CH:14][CH:15]=2)[N:12]=[CH:11][CH:10]=[C:9]3[OH:8])[CH:24]=[CH:23][CH:22]=1.